This data is from Peptide-MHC class I binding affinity with 185,985 pairs from IEDB/IMGT. The task is: Regression. Given a peptide amino acid sequence and an MHC pseudo amino acid sequence, predict their binding affinity value. This is MHC class I binding data. The peptide sequence is RQLFKPLTK. The MHC is HLA-A11:01 with pseudo-sequence HLA-A11:01. The binding affinity (normalized) is 0.400.